Dataset: Forward reaction prediction with 1.9M reactions from USPTO patents (1976-2016). Task: Predict the product of the given reaction. (1) Given the reactants [N-]=[N+]=[N-].[OH2:4].O.Cl[Sn]Cl.[NH2:9][C:10]1[CH:11]=[C:12]([CH:16]=[CH:17][C:18]=1[CH2:19][NH2:20])[C:13](N)=[O:14], predict the reaction product. The product is: [NH2:9][C:10]1[CH:11]=[C:12]([CH:16]=[CH:17][C:18]=1[CH2:19][NH2:20])[C:13]([OH:4])=[O:14]. (2) Given the reactants Br[C:2]1[CH:3]=[C:4]([NH:10][C:11]2[CH:15]=[C:14]([CH2:16][CH3:17])[NH:13][N:12]=2)[C:5](=[O:9])[N:6]([CH3:8])[CH:7]=1.[C:18]([O:21][CH2:22][C:23]1[C:28](B2OC(C)(C)C(C)(C)O2)=[CH:27][CH:26]=[CH:25][C:24]=1[N:38]1[CH2:50][CH2:49][N:41]2[C:42]3[CH2:43][CH2:44][CH2:45][CH2:46][C:47]=3[CH:48]=[C:40]2[C:39]1=[O:51])(=[O:20])[CH3:19], predict the reaction product. The product is: [C:18]([O:21][CH2:22][C:23]1[C:24]([N:38]2[CH2:50][CH2:49][N:41]3[C:42]4[CH2:43][CH2:44][CH2:45][CH2:46][C:47]=4[CH:48]=[C:40]3[C:39]2=[O:51])=[CH:25][CH:26]=[CH:27][C:28]=1[C:2]1[CH:3]=[C:4]([NH:10][C:11]2[CH:15]=[C:14]([CH2:16][CH3:17])[NH:13][N:12]=2)[C:5](=[O:9])[N:6]([CH3:8])[CH:7]=1)(=[O:20])[CH3:19]. (3) Given the reactants Br[C:2]1[CH:20]=[CH:19][C:5]2[N:6]([C:13]3[CH:18]=[CH:17][CH:16]=[CH:15][CH:14]=3)[CH2:7][CH2:8][O:9][CH:10]([CH3:12])[CH2:11][C:4]=2[CH:3]=1.[CH:21]1(B(O)O)[CH2:23][CH2:22]1.P([O-])([O-])([O-])=O.[K+].[K+].[K+].C1(P(C2CCCCC2)C2CCCCC2)CCCCC1, predict the reaction product. The product is: [CH:21]1([C:2]2[CH:20]=[CH:19][C:5]3[N:6]([C:13]4[CH:18]=[CH:17][CH:16]=[CH:15][CH:14]=4)[CH2:7][CH2:8][O:9][CH:10]([CH3:12])[CH2:11][C:4]=3[CH:3]=2)[CH2:23][CH2:22]1. (4) Given the reactants [CH3:1][C:2]1([C:21](OCC)=[O:22])[CH2:7][CH2:6][CH:5]([S:8]([C:11]2[CH:16]=[CH:15][CH:14]=[C:13]([C:17]([F:20])([F:19])[F:18])[CH:12]=2)(=[O:10])=[O:9])[CH2:4][CH2:3]1.[H-].[H-].[H-].[H-].[Li+].[Al+3], predict the reaction product. The product is: [CH3:1][C:2]1([CH2:21][OH:22])[CH2:7][CH2:6][CH:5]([S:8]([C:11]2[CH:16]=[CH:15][CH:14]=[C:13]([C:17]([F:20])([F:18])[F:19])[CH:12]=2)(=[O:10])=[O:9])[CH2:4][CH2:3]1. (5) Given the reactants [NH:1]([C:3]1[N:8]=[CH:7][CH:6]=[CH:5][N:4]=1)[NH2:2].C(N(CC)CC)C.C[O:17][C:18](=O)[N:19]=[C:20](SC)[C:21]([C:35]1[CH:40]=[C:39]([O:41][CH3:42])[CH:38]=[C:37]([O:43][CH2:44][CH2:45][O:46][CH:47]2[CH2:52][CH2:51][CH2:50][CH2:49][O:48]2)[C:36]=1[F:53])=[N:22][C:23]1[CH:28]=[CH:27][C:26]([C:29]2[N:33]=[C:32]([CH3:34])[O:31][N:30]=2)=[CH:25][CH:24]=1, predict the reaction product. The product is: [F:53][C:36]1[C:37]([O:43][CH2:44][CH2:45][O:46][CH:47]2[CH2:52][CH2:51][CH2:50][CH2:49][O:48]2)=[CH:38][C:39]([O:41][CH3:42])=[CH:40][C:35]=1[C:21](=[N:22][C:23]1[CH:28]=[CH:27][C:26]([C:29]2[N:33]=[C:32]([CH3:34])[O:31][N:30]=2)=[CH:25][CH:24]=1)[C:20]1[NH:19][C:18](=[O:17])[N:1]([C:3]2[N:8]=[CH:7][CH:6]=[CH:5][N:4]=2)[N:2]=1. (6) Given the reactants [NH2:1][C:2]1[CH:7]=[N:6][C:5](Br)=[CH:4][N:3]=1.[CH3:9][O:10][C:11]1[CH:16]=[CH:15][CH:14]=[CH:13][C:12]=1B(O)O.C(=O)([O-])[O-].[K+].[K+], predict the reaction product. The product is: [CH3:9][O:10][C:11]1[CH:16]=[CH:15][CH:14]=[CH:13][C:12]=1[C:5]1[N:6]=[CH:7][C:2]([NH2:1])=[N:3][CH:4]=1. (7) Given the reactants [Cl:1][C:2]1[N:7]=[CH:6][C:5]2[NH:8][C:9]([S:11]([CH3:14])(=[O:13])=[O:12])=[N:10][C:4]=2[CH:3]=1.C(N(CC)C(C)C)(C)C.[CH3:24][Si:25]([CH3:32])([CH3:31])[CH2:26][CH2:27][O:28][CH2:29]Cl.CCOC(C)=O, predict the reaction product. The product is: [Cl:1][C:2]1[N:7]=[CH:6][C:5]2[N:8]([CH2:29][O:28][CH2:27][CH2:26][Si:25]([CH3:32])([CH3:31])[CH3:24])[C:9]([S:11]([CH3:14])(=[O:13])=[O:12])=[N:10][C:4]=2[CH:3]=1.